This data is from NCI-60 drug combinations with 297,098 pairs across 59 cell lines. The task is: Regression. Given two drug SMILES strings and cell line genomic features, predict the synergy score measuring deviation from expected non-interaction effect. Drug 1: CC1=C2C(C(=O)C3(C(CC4C(C3C(C(C2(C)C)(CC1OC(=O)C(C(C5=CC=CC=C5)NC(=O)OC(C)(C)C)O)O)OC(=O)C6=CC=CC=C6)(CO4)OC(=O)C)OC)C)OC. Drug 2: CC(C1=C(C=CC(=C1Cl)F)Cl)OC2=C(N=CC(=C2)C3=CN(N=C3)C4CCNCC4)N. Cell line: M14. Synergy scores: CSS=40.0, Synergy_ZIP=3.07, Synergy_Bliss=-1.03, Synergy_Loewe=-39.1, Synergy_HSA=-2.97.